From a dataset of Full USPTO retrosynthesis dataset with 1.9M reactions from patents (1976-2016). Predict the reactants needed to synthesize the given product. (1) Given the product [C:22]([O:26][C:27]([N:29]1[CH2:34][CH2:33][N:32]([C:35]2[CH:36]=[N:37][C:38]([NH:41][C:7]3[N:8]=[CH:9][C:4]4[C:3]([CH3:21])=[C:2]([Br:1])[C:14](=[O:15])[N:13]([CH:16]5[CH2:20][CH2:19][CH2:18][CH2:17]5)[C:5]=4[N:6]=3)=[CH:39][CH:40]=2)[CH2:31][C:30]1([CH3:43])[CH3:42])=[O:28])([CH3:25])([CH3:23])[CH3:24], predict the reactants needed to synthesize it. The reactants are: [Br:1][C:2]1[C:14](=[O:15])[N:13]([CH:16]2[CH2:20][CH2:19][CH2:18][CH2:17]2)[C:5]2[N:6]=[C:7](S(C)=O)[N:8]=[CH:9][C:4]=2[C:3]=1[CH3:21].[C:22]([O:26][C:27]([N:29]1[CH2:34][CH2:33][N:32]([C:35]2[CH:36]=[N:37][C:38]([NH2:41])=[CH:39][CH:40]=2)[CH2:31][C:30]1([CH3:43])[CH3:42])=[O:28])([CH3:25])([CH3:24])[CH3:23]. (2) Given the product [CH3:10][C:2]1[CH:7]=[CH:6][C:5]2[NH:8][C:14]3[CH:15]4[CH2:18][CH2:19][N:11]([CH2:12][C:13]=3[C:4]=2[CH:3]=1)[CH2:17][CH2:16]4, predict the reactants needed to synthesize it. The reactants are: Cl.[C:2]1([CH3:10])[CH:7]=[CH:6][C:5]([NH:8]N)=[CH:4][CH:3]=1.[N:11]12[CH2:19][CH2:18][CH:15]([CH2:16][CH2:17]1)[C:14](=O)[CH2:13][CH2:12]2.S(=O)(=O)(O)O. (3) Given the product [F:25][C:15]1[C:16]([O:23][CH3:24])=[CH:17][C:18]([O:21][CH3:22])=[C:19]([F:20])[C:14]=1[N:12]1[CH2:13][C:8]2[CH:7]=[N:6][C:5]3[N:28]([S:29]([C:32]4[CH:37]=[CH:36][CH:35]=[CH:34][CH:33]=4)(=[O:31])=[O:30])[C:2](/[CH:39]=[CH:38]/[C:40]4[CH:45]=[CH:44][CH:43]=[CH:42][N:41]=4)=[CH:3][C:4]=3[C:9]=2[N:10]([CH3:27])[C:11]1=[O:26], predict the reactants needed to synthesize it. The reactants are: Br[C:2]1[N:28]([S:29]([C:32]2[CH:37]=[CH:36][CH:35]=[CH:34][CH:33]=2)(=[O:31])=[O:30])[C:5]2[N:6]=[CH:7][C:8]3[CH2:13][N:12]([C:14]4[C:19]([F:20])=[C:18]([O:21][CH3:22])[CH:17]=[C:16]([O:23][CH3:24])[C:15]=4[F:25])[C:11](=[O:26])[N:10]([CH3:27])[C:9]=3[C:4]=2[CH:3]=1.[CH:38]([C:40]1[CH:45]=[CH:44][CH:43]=[CH:42][N:41]=1)=[CH2:39].ClCCl.O.O.O.O.O.O.O.O.[OH-].[Ba+2].[OH-].CN(C)C=O.